From a dataset of Full USPTO retrosynthesis dataset with 1.9M reactions from patents (1976-2016). Predict the reactants needed to synthesize the given product. Given the product [CH2:1]([N:8]1[CH2:17][CH2:16][C:11](=[O:12])[CH2:10][CH:9]1[CH3:18])[C:2]1[CH:3]=[CH:4][CH:5]=[CH:6][CH:7]=1, predict the reactants needed to synthesize it. The reactants are: [CH2:1]([N:8]1[CH2:17][CH2:16][C:11]2(OCC[O:12]2)[CH2:10][CH:9]1[CH3:18])[C:2]1[CH:7]=[CH:6][CH:5]=[CH:4][CH:3]=1.Cl.